This data is from Full USPTO retrosynthesis dataset with 1.9M reactions from patents (1976-2016). The task is: Predict the reactants needed to synthesize the given product. (1) Given the product [CH3:31][N:32]([CH3:36])[CH2:33][CH2:34][NH:35][C:22]([NH:21][C:16]1[C:17]([CH3:20])=[C:18]([CH3:19])[C:13]2[O:12][CH2:11][CH:10]([C:7]3[CH:6]=[CH:5][C:4]([CH:1]([CH3:2])[CH3:3])=[CH:9][CH:8]=3)[C:14]=2[C:15]=1[CH3:30])=[O:29], predict the reactants needed to synthesize it. The reactants are: [CH:1]([C:4]1[CH:9]=[CH:8][C:7]([CH:10]2[C:14]3[C:15]([CH3:30])=[C:16]([NH:21][C:22](=[O:29])OCC(Cl)(Cl)Cl)[C:17]([CH3:20])=[C:18]([CH3:19])[C:13]=3[O:12][CH2:11]2)=[CH:6][CH:5]=1)([CH3:3])[CH3:2].[CH3:31][N:32]([CH3:36])[CH2:33][CH2:34][NH2:35]. (2) Given the product [CH3:41][O:40][C:38](=[O:39])[NH:2][C:3]1[CH:4]=[CH:5][C:6]([C:9]2[NH:10][C:11]([C@H:15]3[N:23]4[C:18](=[CH:19][C:20]([C:25]5[CH:30]=[C:29]([Cl:31])[CH:28]=[CH:27][C:26]=5[N:32]5[CH:36]=[N:35][N:34]=[N:33]5)=[CH:21][C:22]4=[O:24])[CH2:17][CH2:16]3)=[C:12]([Cl:14])[N:13]=2)=[CH:7][N:8]=1, predict the reactants needed to synthesize it. The reactants are: Cl.[NH2:2][C:3]1[N:8]=[CH:7][C:6]([C:9]2[NH:10][C:11]([C@H:15]3[N:23]4[C:18](=[CH:19][C:20]([C:25]5[CH:30]=[C:29]([Cl:31])[CH:28]=[CH:27][C:26]=5[N:32]5[CH:36]=[N:35][N:34]=[N:33]5)=[CH:21][C:22]4=[O:24])[CH2:17][CH2:16]3)=[C:12]([Cl:14])[N:13]=2)=[CH:5][CH:4]=1.Cl[C:38]([O:40][CH3:41])=[O:39]. (3) Given the product [CH:12]1([NH:15][C:16]([CH:17]2[CH:18]([CH2:19][CH2:20][CH3:21])[O:5]2)=[O:22])[CH2:14][CH2:13]1, predict the reactants needed to synthesize it. The reactants are: C([O:5]O)(C)(C)C.C([Li])CCC.[CH:12]1([NH:15][C:16](=[O:22])/[CH:17]=[CH:18]/[CH2:19][CH2:20][CH3:21])[CH2:14][CH2:13]1.S(S([O-])=O)([O-])=O.[Na+].[Na+]. (4) Given the product [Br:21][C:22]1[CH:27]=[C:26]([C:7]2[CH:6]=[C:5]3[C:10](=[CH:9][CH:8]=2)[N:2]([CH3:1])[C:3](=[O:20])[CH2:4]3)[CH:25]=[N:24][CH:23]=1, predict the reactants needed to synthesize it. The reactants are: [CH3:1][N:2]1[C:10]2[C:5](=[CH:6][C:7](B3OC(C)(C)C(C)(C)O3)=[CH:8][CH:9]=2)[CH2:4][C:3]1=[O:20].[Br:21][C:22]1[CH:23]=[N:24][CH:25]=[C:26](Br)[CH:27]=1.COCCOC.C(=O)([O-])[O-].[Na+].[Na+]. (5) The reactants are: Cl.[CH3:2][O:3][C:4]1[CH:5]=[C:6]2[C:11](=[CH:12][C:13]=1[O:14][CH2:15]N1CCCCC1)[N:10]=[CH:9][N:8]([CH2:22][O:23][C:24](=[O:29])[C:25]([CH3:28])([CH3:27])[CH3:26])[C:7]2=[O:30].[CH2:31]([N:33]([CH2:36][CH3:37])[CH2:34][CH3:35])[CH3:32].[C:38](=O)([O-])[O-].[K+].[K+].[CH:44]([S:46](C)(=[O:48])=[O:47])=C. Given the product [CH3:2][O:3][C:4]1[CH:5]=[C:6]2[C:11](=[CH:12][C:13]=1[O:14][CH2:15][CH:38]1[CH2:35][CH2:34][N:33]([CH2:36][CH2:37][S:46]([CH3:44])(=[O:48])=[O:47])[CH2:31][CH2:32]1)[N:10]=[CH:9][N:8]([CH2:22][O:23][C:24](=[O:29])[C:25]([CH3:27])([CH3:28])[CH3:26])[C:7]2=[O:30], predict the reactants needed to synthesize it.